Task: Predict the reaction yield, written as a fraction of the theoretical maximum amount of product (1.0 means a 100% yield; for example, 0.34 means a 34% yield).. Dataset: Reaction yield outcomes from USPTO patents with 853,638 reactions (1) The reactants are [CH:1]1([C:6]#[CH:7])[CH2:5][CH2:4][CH2:3][CH2:2]1.O1CCCC1.C([Li])CCC.CCCCCC.C1(C#C)CCCC1.[Li].O(C1C=CC=CC=1)[C:33]#[N:34]. No catalyst specified. The product is [CH:1]1([C:6]#[C:7][C:33]#[N:34])[CH2:5][CH2:4][CH2:3][CH2:2]1. The yield is 0.840. (2) The reactants are [CH3:1][CH:2]([N:4]1[C:12]([CH:13]=[CH:14][CH:15]([OH:27])[CH2:16][CH:17]([OH:26])[CH2:18][C:19]([O:21]C(C)(C)C)=[O:20])=[C:11]([C:28]2[CH:33]=[CH:32][C:31]([F:34])=[CH:30][CH:29]=2)[C:10]2[C:5]1=[CH:6][CH:7]=[CH:8][CH:9]=2)[CH3:3].CO.[OH-].[Na+:38]. The catalyst is O. The product is [CH3:3][CH:2]([N:4]1[C:12](/[CH:13]=[CH:14]/[CH:15]([OH:27])[CH2:16][CH:17]([OH:26])[CH2:18][C:19]([O-:21])=[O:20])=[C:11]([C:28]2[CH:29]=[CH:30][C:31]([F:34])=[CH:32][CH:33]=2)[C:10]2[CH:9]=[CH:8][CH:7]=[CH:6][C:5]1=2)[CH3:1].[Na+:38]. The yield is 0.857. (3) The reactants are [F:1][C:2]1[CH:7]=[CH:6][CH:5]=[CH:4][C:3]=1[C:8]1[NH:9][CH:10]=[C:11]([CH2:13][OH:14])[N:12]=1. The catalyst is O1CCCC1.[O-2].[O-2].[Mn+4]. The product is [F:1][C:2]1[CH:7]=[CH:6][CH:5]=[CH:4][C:3]=1[C:8]1[NH:9][CH:10]=[C:11]([CH:13]=[O:14])[N:12]=1. The yield is 0.950. (4) The reactants are [CH3:1][O:2][C:3]1[CH:8]=[C:7]([O:9][CH3:10])[C:6]([C:11]2[N:12]([CH3:20])[C:13]3[C:18]([CH:19]=2)=[CH:17][CH:16]=[CH:15][CH:14]=3)=[CH:5][C:4]=1[CH:21]=[CH:22][C:23]([C:25]1[CH:30]=[CH:29][C:28]([S:31]([NH2:34])(=[O:33])=[O:32])=[CH:27][CH:26]=1)=[O:24].[C:35](O[C:35](=[O:39])[CH2:36][CH2:37][CH3:38])(=[O:39])[CH2:36][CH2:37][CH3:38].C(N(CC)CC)C.O. The catalyst is C1COCC1.CN(C)C1C=CN=CC=1. The product is [C:35]([NH:34][S:31]([C:28]1[CH:27]=[CH:26][C:25]([C:23](=[O:24])/[CH:22]=[CH:21]/[C:4]2[CH:5]=[C:6]([C:11]3[N:12]([CH3:20])[C:13]4[C:18]([CH:19]=3)=[CH:17][CH:16]=[CH:15][CH:14]=4)[C:7]([O:9][CH3:10])=[CH:8][C:3]=2[O:2][CH3:1])=[CH:30][CH:29]=1)(=[O:33])=[O:32])(=[O:39])[CH2:36][CH2:37][CH3:38]. The yield is 0.550.